Dataset: Catalyst prediction with 721,799 reactions and 888 catalyst types from USPTO. Task: Predict which catalyst facilitates the given reaction. (1) Reactant: C([Mg]Cl)(C)C.[CH3:6][C:7]1[CH:16]=[CH:15][C:10]([C:11]([O:13]C)=O)=[CH:9][C:8]=1[C:17]1[CH:18]=[C:19]2[C:24](=[CH:25][CH:26]=1)[C:23](=[O:27])[NH:22][CH:21]=[CH:20]2.[CH:28]1([NH2:31])[CH2:30][CH2:29]1. Product: [CH:28]1([NH:31][C:11](=[O:13])[C:10]2[CH:15]=[CH:16][C:7]([CH3:6])=[C:8]([C:17]3[CH:26]=[C:25]4[C:24](=[CH:19][CH:18]=3)[C:23](=[O:27])[NH:22][CH:21]=[CH:20]4)[CH:9]=2)[CH2:30][CH2:29]1. The catalyst class is: 1. (2) Reactant: [C:1]([O:5][C:6]([NH:8][C@@H:9]([CH2:13][O:14][CH2:15][CH3:16])[C:10](O)=[O:11])=[O:7])([CH3:4])([CH3:3])[CH3:2].ClC(OCC(C)C)=O.CN1CCOCC1.[BH4-].[Na+]. Product: [CH2:15]([O:14][CH2:13][C@H:9]([NH:8][C:6](=[O:7])[O:5][C:1]([CH3:4])([CH3:3])[CH3:2])[CH2:10][OH:11])[CH3:16]. The catalyst class is: 249. (3) The catalyst class is: 7. Product: [CH3:12][S:13]([O:10][CH2:9][CH2:8][N:5]1[CH2:4][CH2:3][C:2]([F:1])([F:11])[CH2:7][CH2:6]1)(=[O:15])=[O:14]. Reactant: [F:1][C:2]1([F:11])[CH2:7][CH2:6][N:5]([CH2:8][CH2:9][OH:10])[CH2:4][CH2:3]1.[CH3:12][S:13](Cl)(=[O:15])=[O:14]. (4) Reactant: [Cl:1][C:2]1[CH:7]=[C:6]([O:8][C:9]2[CH:20]=[CH:19][C:12]3[N:13]=[C:14](S(C)=O)[S:15][C:11]=3[CH:10]=2)[CH:5]=[CH:4][N:3]=1.[NH2:21][C@H:22]([CH2:25][CH:26]([CH3:28])[CH3:27])[CH2:23][OH:24].CCN(C(C)C)C(C)C. Product: [Cl:1][C:2]1[CH:7]=[C:6]([O:8][C:9]2[CH:20]=[CH:19][C:12]3[N:13]=[C:14]([NH:21][C@H:22]([CH2:25][CH:26]([CH3:28])[CH3:27])[CH2:23][OH:24])[S:15][C:11]=3[CH:10]=2)[CH:5]=[CH:4][N:3]=1. The catalyst class is: 37. (5) Reactant: Br[C:2]1[C:3]([C@@H:8]([NH:18][C:19](=[O:34])[CH2:20][N:21]2[C:29]3[CH2:28][CH2:27][CH2:26][CH2:25][C:24]=3[C:23]([C:30]([F:33])([F:32])[F:31])=[N:22]2)[CH2:9][C:10]2[CH:15]=[C:14]([F:16])[CH:13]=[C:12]([F:17])[CH:11]=2)=[N:4][CH:5]=[CH:6][CH:7]=1.[CH3:35][S:36]([C:39]1[CH:40]=[C:41](B(O)O)[CH:42]=[CH:43][CH:44]=1)(=[O:38])=[O:37].C([O-])([O-])=O.[K+].[K+]. Product: [F:17][C:12]1[CH:11]=[C:10]([CH2:9][C@H:8]([NH:18][C:19](=[O:34])[CH2:20][N:21]2[C:29]3[CH2:28][CH2:27][CH2:26][CH2:25][C:24]=3[C:23]([C:30]([F:32])([F:33])[F:31])=[N:22]2)[C:3]2[C:2]([C:43]3[CH:42]=[CH:41][CH:40]=[C:39]([S:36]([CH3:35])(=[O:38])=[O:37])[CH:44]=3)=[CH:7][CH:6]=[CH:5][N:4]=2)[CH:15]=[C:14]([F:16])[CH:13]=1. The catalyst class is: 257. (6) Reactant: [Cl:1][C:2]1[CH:38]=[CH:37][C:5]([CH2:6][N:7]2[C:12](=[N:13][C:14]3[CH:19]=[CH:18][C:17]([O:20][CH:21]([CH3:23])[CH3:22])=[C:16]([F:24])[CH:15]=3)[NH:11][C:10](=[O:25])[N:9]([CH2:26][C:27]([C:31]([O:33]CC)=[O:32])=[N:28][O:29][CH3:30])[C:8]2=[O:36])=[CH:4][CH:3]=1.CO.[OH-].[Li+].Cl. Product: [Cl:1][C:2]1[CH:3]=[CH:4][C:5]([CH2:6][N:7]2[C:12](=[N:13][C:14]3[CH:19]=[CH:18][C:17]([O:20][CH:21]([CH3:23])[CH3:22])=[C:16]([F:24])[CH:15]=3)[NH:11][C:10](=[O:25])[N:9]([CH2:26][C:27]([C:31]([OH:33])=[O:32])=[N:28][O:29][CH3:30])[C:8]2=[O:36])=[CH:37][CH:38]=1. The catalyst class is: 6. (7) Reactant: C(OC(=O)[NH:7][C:8]1[CH:13]=[CH:12][C:11]([N:14]2[CH:18]=[CH:17][CH:16]=[CH:15]2)=[CH:10][C:9]=1[NH2:19])(C)(C)C.C(O[C:26](=[O:42])[CH2:27][C:28]([C:30]1[CH:35]=[CH:34][CH:33]=[C:32]([C:36]2[O:40][N:39]=[C:38]([CH3:41])[CH:37]=2)[CH:31]=1)=O)(C)(C)C.C(O)(C(F)(F)F)=O. Product: [CH3:41][C:38]1[CH:37]=[C:36]([C:32]2[CH:31]=[C:30]([C:28]3[CH2:27][C:26](=[O:42])[NH:19][C:9]4[CH:10]=[C:11]([N:14]5[CH:18]=[CH:17][CH:16]=[CH:15]5)[CH:12]=[CH:13][C:8]=4[N:7]=3)[CH:35]=[CH:34][CH:33]=2)[O:40][N:39]=1. The catalyst class is: 2. (8) Reactant: [CH2:1]([C:5]1[CH:12]=[CH:11][C:8]([C:9]#[N:10])=[CH:7][CH:6]=1)[CH2:2][CH:3]=[CH2:4].O.CC[O:16]CC. Product: [OH:16][CH2:4][CH2:3][CH2:2][CH2:1][C:5]1[CH:6]=[CH:7][C:8]([C:9]#[N:10])=[CH:11][CH:12]=1. The catalyst class is: 220. (9) Reactant: [F:1][C:2]1[CH:17]=[CH:16][C:5]([C:6]([C:8]2[CH:13]=[CH:12][C:11]([O:14][CH3:15])=[CH:10][CH:9]=2)=[O:7])=[CH:4][CH:3]=1.[CH3:18][OH:19].OS([C:24](F)(F)F)(=O)=O. Product: [CH3:18][O:19][C:6]([O:7][CH3:24])([C:8]1[CH:13]=[CH:12][C:11]([O:14][CH3:15])=[CH:10][CH:9]=1)[C:5]1[CH:16]=[CH:17][C:2]([F:1])=[CH:3][CH:4]=1. The catalyst class is: 10. (10) Product: [Cl:1][C:2]1[C:10]2[N:9]=[C:8]3[N:11]([C:16]4[C:21]([Cl:22])=[CH:20][C:19]([Cl:23])=[CH:18][N:17]=4)[CH2:12][CH2:13][CH2:14][CH2:15][N:7]3[C:6]=2[C:5]([CH2:24][OH:25])=[CH:4][CH:3]=1. Reactant: [Cl:1][C:2]1[CH:3]=[CH:4][C:5]([C:24](OC)=[O:25])=[C:6]2[C:10]=1[N:9]=[C:8]1[N:11]([C:16]3[C:21]([Cl:22])=[CH:20][C:19]([Cl:23])=[CH:18][N:17]=3)[CH2:12][CH2:13][CH2:14][CH2:15][N:7]21.[BH4-].[Li+]. The catalyst class is: 54.